This data is from Forward reaction prediction with 1.9M reactions from USPTO patents (1976-2016). The task is: Predict the product of the given reaction. Given the reactants [CH3:1][C:2]1([O:5][CH2:4]1)[CH3:3].[CH3:6][C:7]1([CH3:19])[C:11]([CH3:13])([CH3:12])[O:10][B:9]([C:14]2[CH:15]=[N:16][NH:17][CH:18]=2)[O:8]1.C(=O)([O-])[O-].[Cs+].[Cs+], predict the reaction product. The product is: [CH3:3][C:2]([OH:5])([CH3:1])[CH2:4][N:17]1[CH:18]=[C:14]([B:9]2[O:8][C:7]([CH3:19])([CH3:6])[C:11]([CH3:13])([CH3:12])[O:10]2)[CH:15]=[N:16]1.